From a dataset of Peptide-MHC class I binding affinity with 185,985 pairs from IEDB/IMGT. Regression. Given a peptide amino acid sequence and an MHC pseudo amino acid sequence, predict their binding affinity value. This is MHC class I binding data. (1) The peptide sequence is NECAQVLSEM. The MHC is HLA-B40:02 with pseudo-sequence HLA-B40:02. The binding affinity (normalized) is 0.130. (2) The peptide sequence is WVLAYMLFTK. The MHC is HLA-A68:01 with pseudo-sequence HLA-A68:01. The binding affinity (normalized) is 0.571. (3) The peptide sequence is ASEELMDKY. The MHC is HLA-A02:01 with pseudo-sequence HLA-A02:01. The binding affinity (normalized) is 0.0847.